Task: Regression/Classification. Given a drug SMILES string, predict its absorption, distribution, metabolism, or excretion properties. Task type varies by dataset: regression for continuous measurements (e.g., permeability, clearance, half-life) or binary classification for categorical outcomes (e.g., BBB penetration, CYP inhibition). For this dataset (lipophilicity_astrazeneca), we predict Y.. Dataset: Experimental lipophilicity measurements (octanol/water distribution) for 4,200 compounds from AstraZeneca The compound is NC(=O)c1ccc(O[C@@H]2C[C@@H]3CC[C@H](C2)N3Cc2ccccc2)cn1. The Y is 1.51 logD.